This data is from Forward reaction prediction with 1.9M reactions from USPTO patents (1976-2016). The task is: Predict the product of the given reaction. (1) Given the reactants [C:1]1([CH:7](O)[CH:8]=[CH:9][CH3:10])[CH:6]=[CH:5][CH:4]=[CH:3][CH:2]=1.Cl.CC[O:15]CC.C(=O)(O)[O-].[Na+], predict the reaction product. The product is: [C:1]1([CH:7]=[CH:8][CH:9]([OH:15])[CH3:10])[CH:6]=[CH:5][CH:4]=[CH:3][CH:2]=1. (2) The product is: [ClH:46].[NH2:26][CH2:25][CH2:24][CH2:23][N:18]1[C:19](=[O:22])[CH2:20][CH2:21][C@@H:17]1[CH2:16][NH:15][C:13](=[O:14])[C:12]1[CH:34]=[CH:35][C:9]([C:4]2[CH:5]=[CH:6][CH:7]=[CH:8][C:3]=2[C:1]#[N:2])=[N:10][C:11]=1[NH:36][CH2:37][CH2:38][C:39]1[CH:44]=[CH:43][CH:42]=[C:41]([F:45])[CH:40]=1. Given the reactants [C:1]([C:3]1[CH:8]=[CH:7][CH:6]=[CH:5][C:4]=1[C:9]1[CH:35]=[CH:34][C:12]([C:13]([NH:15][CH2:16][C@H:17]2[CH2:21][CH2:20][C:19](=[O:22])[N:18]2[CH2:23][CH2:24][CH2:25][NH:26]C(=O)OC(C)(C)C)=[O:14])=[C:11]([NH:36][CH2:37][CH2:38][C:39]2[CH:44]=[CH:43][CH:42]=[C:41]([F:45])[CH:40]=2)[N:10]=1)#[N:2].[ClH:46], predict the reaction product.